Dataset: Forward reaction prediction with 1.9M reactions from USPTO patents (1976-2016). Task: Predict the product of the given reaction. (1) The product is: [CH2:17]([O:16][C:14]([N:9]1[CH2:8][CH2:7][C:6]2=[C:4]([OH:5])[N:26]3[C:25]([N:24]=[C:12]2[CH2:11][CH2:10]1)=[CH:29][CH:28]=[N:27]3)=[O:15])[C:18]1[CH:19]=[CH:20][CH:21]=[CH:22][CH:23]=1. Given the reactants C(O[C:4]([CH:6]1[C:12](=O)[CH2:11][CH2:10][N:9]([C:14]([O:16][CH2:17][C:18]2[CH:23]=[CH:22][CH:21]=[CH:20][CH:19]=2)=[O:15])[CH2:8][CH2:7]1)=[O:5])C.[NH2:24][C:25]1[CH:29]=[CH:28][NH:27][N:26]=1, predict the reaction product. (2) Given the reactants [OH:1][CH2:2][CH:3]([NH:14]C(=O)OC(C)(C)C)[C:4]1[CH:9]=[CH:8][CH:7]=[CH:6][C:5]=1[C:10]([F:13])([F:12])[F:11].[Cl:22]S([N:26]=[C:27]=[O:28])(=O)=O.O.C(=O)([O-])O.[Na+], predict the reaction product. The product is: [ClH:22].[C:27](=[O:28])([O:1][CH2:2][CH:3]([NH2:14])[C:4]1[CH:9]=[CH:8][CH:7]=[CH:6][C:5]=1[C:10]([F:11])([F:12])[F:13])[NH2:26].